Dataset: Experimentally validated miRNA-target interactions with 360,000+ pairs, plus equal number of negative samples. Task: Binary Classification. Given a miRNA mature sequence and a target amino acid sequence, predict their likelihood of interaction. (1) The miRNA is hsa-miR-4640-3p with sequence CACCCCCUGUUUCCUGGCCCAC. The protein sequence of the target gene is MSLPLTEEQRKKIEENRQKALARRAEKLLAEQHQRTSSGTSIAGNPFQAKQGPSQNFPRESCKPVSHGVIFKQQNLSSSSNADQRPHDSHSFQAKGIWKKPEEMPTACPGHSPRSQMALTGISPPLAQSPPEVPKQQLLSYELGQGHAQASPEIRFTPFANPTHKPLAKPKSSQETPAHSSGQPPRDAKLEAKTAKASPSGQNISYIHSSSESVTPRTEGRLQQKSGSSVQKGVNSQKGKCVRNGDRFQVLIGYNAELIAVFKTLPSKNYDPDTKTWNFSMNDYSALMKAAQSLPTVNLQ.... Result: 0 (no interaction). (2) The miRNA is hsa-miR-5690 with sequence UCAGCUACUACCUCUAUUAGG. The protein sequence of the target gene is MEELTAFVSKSFDQKSKDGNGGGGGGGGKKDSITYREVLESGLARSRELGTSDSSLQDITEGGGHCPVHLFKDHVDNDKEKLKEFGTARVAEGIYECKEKREDVKSEDEDGQTKLKQRRSRTNFTLEQLNELERLFDETHYPDAFMREELSQRLGLSEARVQVWFQNRRAKCRKQENQMHKGVILGTANHLDACRVAPYVNMGALRMPFQQVQAQLQLEGVAHAHPHLHPHLAAHAPYLMFPPPPFGLPIASLAESASAAAVVAAAAKSNSKNSSIADLRLKARKHAEALGL. Result: 1 (interaction). (3) The protein sequence of the target gene is MPMWAGGVGSPRRGMAPASTDDLFARKLRQPARPPLTPHTFEPRPVRGPLLRSGSDAGEARPPTPASPRARAHSHEEASRPAATSTRLFTDPLALLGLPAEEPEPAFPPVLEPRWFAHYDVQSLLFDWAPRSQGMGSHSEASSGTLASAEDQAASSDLLHGAPGFVCELGGEGELGLGGPASPPVPPALPNAAVSILEEPQNRTSAYSLEHADLGAGYYRKYFYGKEHQNFFGMDESLGPVAVSLRREEKEGSGGGTLHSYRVIVRTTQLRTLRGTISEDALPPGPPRGLSPRKLLEHVA.... The miRNA is hsa-miR-7106-5p with sequence UGGGAGGAGGGGAUCUUGGG. Result: 1 (interaction). (4) The miRNA is cel-miR-34-5p with sequence AGGCAGUGUGGUUAGCUGGUUG. The protein sequence of the target gene is MTTAARPTFEPARGGRGKGEGDLSQLSKQYSSRDLPSHTKIKYRQTTQDAPEEVRNRDFRRELEERERAAAREKNRDRPTREHTTSSSVSKKPRLDQIPAANLDADDPLTDEEDEDFEEESDDDDTAALLAELEKIKKERAEEQARKEQEQKAEEERIRMENILSGNPLLNLTGPSQPQANFKVKRRWDDDVVFKNCAKGVDDQKKDKRFVNDTLRSEFHKKFMEKYIK. Result: 0 (no interaction). (5) The miRNA is hsa-miR-1294 with sequence UGUGAGGUUGGCAUUGUUGUCU. The protein sequence of the target gene is MTPEFDEEVVFENSPLYQYLQDLGHTDFEICSSLSPKTEKCTTEGQQKPPTRVLPKQGILLKVAETIKSWIFFSQCNKKDDLLHKLDIGFRLDSLHTILQQEVLLQEDVELIELLDPSILSAGQSQQQENGHLPTLCSLATPNIWDLSMLFAFISLLVMLPTWWIVSSWLVWGVILFVYLVIRALRLWRTAKLQVTLKKYSVHLEDMATNSRAFTNLVRKALRLIQETEVISRGFTLVSAACPFNKAGQHPSQHLIGLRKAVYRTLRANFQAARLATLYMLKNYPLNSESDNVTNYICVV.... Result: 0 (no interaction). (6) The miRNA is hsa-miR-6813-5p with sequence CAGGGGCUGGGGUUUCAGGUUCU. The protein sequence of the target gene is MDARRMKKEEGLTENTGLPRKLLEKHDPWPAYVTYTSQTVKRLIEKSKTRELECMRALEERPWASRQNKPSSVIQPKRRKSSKSSGKAVFRDTLSESTLSMWGAYSVLAMAPTMIPEPTHLHADSRDCPTENYNKIIFARKPMMRMLPTVRY. Result: 0 (no interaction). (7) The miRNA is hsa-miR-6827-5p with sequence UGGGAGCCAUGAGGGUCUGUGC. The protein sequence of the target gene is MYAFYSLLIYIFYSLFRRDGGAAAAAEPGDPAQRARKPRGRRRPDLPAPELWTELTGLAASSEPEDGSEGAAEGRAAAVSLEEALLRLAEFLSVQLGAEESCGGPADLGQSGEVPSLLTVTSQLLALLAWLRSPRGRQALLQGTQPAPRVRPPSPDGSTSQEESPSHFTAVPGEPLGDETQGQQPLQLEEDQRAWQRLEQLILGQLEELKQQLEQQEEELGRLRLGVGATDSEKRVQHLTLENEALKQSLSLMRDLLLHWGPGPPIRAPQEEAEALLELQGRLQEAQDTTEALRAQLGVQ.... Result: 1 (interaction).